From a dataset of Reaction yield outcomes from USPTO patents with 853,638 reactions. Predict the reaction yield, written as a fraction of the theoretical maximum amount of product (1.0 means a 100% yield; for example, 0.34 means a 34% yield). (1) The reactants are I[C:2]1[CH:15]=[CH:14][C:13]2[C:12]3[C:7](=[CH:8][CH:9]=[CH:10][CH:11]=3)[CH:6]=[CH:5][C:4]=2[CH:3]=1.C([Li])CCC.[B:21](OC(C)C)([O:26]C(C)C)[O:22]C(C)C.Cl. The catalyst is CCCCCC.CCOCC. The product is [CH:3]1[C:4]2[CH:5]=[CH:6][C:7]3[C:12](=[CH:11][CH:10]=[CH:9][CH:8]=3)[C:13]=2[CH:14]=[CH:15][C:2]=1[B:21]([OH:26])[OH:22]. The yield is 0.580. (2) The reactants are [Cl:1][C:2]1[CH:3]=[C:4]([N+:9]([O-:11])=[O:10])[CH:5]=[CH:6][C:7]=1F.[SH:12][C:13]1[S:14][CH:15]=[CH:16][N:17]=1. No catalyst specified. The product is [Cl:1][C:2]1[CH:3]=[C:4]([N+:9]([O-:11])=[O:10])[CH:5]=[CH:6][C:7]=1[S:12][C:13]1[S:14][CH:15]=[CH:16][N:17]=1. The yield is 0.650. (3) The reactants are [OH:1][C:2]1[CH:3]=[C:4]([CH:9]=[CH:10][C:11]=1[N+:12]([O-:14])=[O:13])[C:5]([O:7][CH3:8])=[O:6].[I-].[K+].C(=O)([O-])[O-].[K+].[K+].Br[CH2:24][CH:25]1[CH2:27][CH2:26]1. The catalyst is CN(C=O)C. The product is [CH:25]1([CH2:24][O:1][C:2]2[CH:3]=[C:4]([CH:9]=[CH:10][C:11]=2[N+:12]([O-:14])=[O:13])[C:5]([O:7][CH3:8])=[O:6])[CH2:27][CH2:26]1. The yield is 1.00. (4) The reactants are [CH3:1][C@H:2]1[NH:7][CH2:6][CH2:5][N:4]([C:8]([O:10][C:11]([CH3:14])([CH3:13])[CH3:12])=[O:9])[CH2:3]1.[CH2:15]=O. The catalyst is C(Cl)Cl. The product is [CH3:1][C@H:2]1[N:7]([CH3:15])[CH2:6][CH2:5][N:4]([C:8]([O:10][C:11]([CH3:13])([CH3:12])[CH3:14])=[O:9])[CH2:3]1. The yield is 0.910. (5) The reactants are [CH3:1][NH:2][C:3](=O)[CH2:4][O:5][CH2:6][CH2:7][O:8][C:9]1[CH:14]=[CH:13][C:12]([N+:15]([O-:17])=[O:16])=[CH:11][CH:10]=1.B.C1COCC1. The catalyst is C1COCC1. The product is [CH3:1][NH:2][CH2:3][CH2:4][O:5][CH2:6][CH2:7][O:8][C:9]1[CH:10]=[CH:11][C:12]([N+:15]([O-:17])=[O:16])=[CH:13][CH:14]=1. The yield is 0.590. (6) The reactants are [Cl:1][C:2]1[N:3]=[C:4](Cl)[C:5]2[CH2:10][O:9][CH:8]([C:11]3[CH:16]=[CH:15][C:14]([F:17])=[CH:13][CH:12]=3)[C:6]=2[N:7]=1.CC[N:21]([CH:25]([CH3:27])[CH3:26])C(C)C.[CH2:28]1COC[CH2:29]1. No catalyst specified. The product is [Cl:1][C:2]1[N:3]=[C:4]([NH:21][C@@H:25]([CH:26]2[CH2:29][CH2:28]2)[CH3:27])[C:5]2[CH2:10][O:9][CH:8]([C:11]3[CH:16]=[CH:15][C:14]([F:17])=[CH:13][CH:12]=3)[C:6]=2[N:7]=1. The yield is 0.142. (7) The reactants are Cl[CH2:2][CH2:3][CH2:4][CH2:5][N:6]1[C:11](=[O:12])[N:10]([CH3:13])[C:9](=[O:14])[CH:8]=[N:7]1.[F:15][C:16]1[N:21]=[C:20]([C:22]2[CH2:23][CH2:24][NH:25][CH2:26][CH:27]=2)[CH:19]=[CH:18][CH:17]=1.C(=O)([O-])[O-].[K+].[K+].[I-].[Na+]. The catalyst is C(#N)C. The product is [F:15][C:16]1[N:21]=[C:20]([C:22]2[CH2:23][CH2:24][N:25]([CH2:2][CH2:3][CH2:4][CH2:5][N:6]3[C:11](=[O:12])[N:10]([CH3:13])[C:9](=[O:14])[CH:8]=[N:7]3)[CH2:26][CH:27]=2)[CH:19]=[CH:18][CH:17]=1. The yield is 0.310. (8) The reactants are [NH:1]1[C:9]2[C:4](=[CH:5][CH:6]=[CH:7][CH:8]=2)[C:3]([CH2:10][C:11]([O:13][CH2:14][CH3:15])=[O:12])=[CH:2]1.[CH2:16]1[CH2:20][O:19][CH2:18][CH2:17]1.CN(C=O)C.[C:26]1([C:35]2C=CC=[CH:37][CH:36]=2)[CH:31]=[CH:30][C:29](C(Cl)=O)=[CH:28][CH:27]=1. The catalyst is C(Cl)Cl.[Cl-].[Cl-].[Zn+2]. The product is [C:35]1([C:26]2[CH:31]=[CH:30][CH:29]=[CH:28][CH:27]=2)[C:17]([C:18]([C:2]2[NH:1][C:9]3[C:4]([C:3]=2[CH2:10][C:11]([O:13][CH2:14][CH3:15])=[O:12])=[CH:5][CH:6]=[CH:7][CH:8]=3)=[O:19])=[CH:16][CH:20]=[CH:37][CH:36]=1. The yield is 0.416.